Dataset: Reaction yield outcomes from USPTO patents with 853,638 reactions. Task: Predict the reaction yield, written as a fraction of the theoretical maximum amount of product (1.0 means a 100% yield; for example, 0.34 means a 34% yield). (1) The reactants are [F:1][C:2]1[CH:3]=[CH:4][C:5]([OH:11])=[C:6]([C:8](=[O:10])[CH3:9])[CH:7]=1.C(=O)([O-])[O-].[K+].[K+].CC(=O)CC.O.[Br:24][CH2:25][CH2:26]Br. No catalyst specified. The product is [Br:24][CH2:25][CH2:26][O:11][C:5]1[CH:4]=[CH:3][C:2]([F:1])=[CH:7][C:6]=1[C:8](=[O:10])[CH3:9]. The yield is 0.219. (2) The reactants are [NH2:1][C:2]1[CH:15]=[CH:14][C:5]([O:6][C:7]2[N:12]=[CH:11][N:10]=[C:9]([NH2:13])[CH:8]=2)=[CH:4][CH:3]=1.C1([O:22][C:23](=O)[NH:24][C:25]2[CH:30]=[CH:29][CH:28]=[C:27]([S:31]([CH3:34])(=[O:33])=[O:32])[CH:26]=2)C=CC=CC=1.C(OCC)(=O)C.O. The catalyst is CS(C)=O.CO. The product is [NH2:13][C:9]1[N:10]=[CH:11][N:12]=[C:7]([O:6][C:5]2[CH:14]=[CH:15][C:2]([NH:1][C:23]([NH:24][C:25]3[CH:30]=[CH:29][CH:28]=[C:27]([S:31]([CH3:34])(=[O:33])=[O:32])[CH:26]=3)=[O:22])=[CH:3][CH:4]=2)[CH:8]=1. The yield is 0.430. (3) The reactants are [CH2:1]([O:8][C:9]([NH:11][C:12]1[C:13]([C:25]([O:27][CH3:28])=[O:26])=[C:14]([C:18]2[CH:23]=[CH:22][C:21]([Cl:24])=[CH:20][CH:19]=2)[S:15][C:16]=1Br)=[O:10])[C:2]1[CH:7]=[CH:6][CH:5]=[CH:4][CH:3]=1. The catalyst is C(O)C.C(OCC)(=O)C.ClCCl.[Pd]. The product is [CH2:1]([O:8][C:9]([NH:11][C:12]1[C:13]([C:25]([O:27][CH3:28])=[O:26])=[C:14]([C:18]2[CH:19]=[CH:20][C:21]([Cl:24])=[CH:22][CH:23]=2)[S:15][CH:16]=1)=[O:10])[C:2]1[CH:7]=[CH:6][CH:5]=[CH:4][CH:3]=1. The yield is 0.640.